From a dataset of Catalyst prediction with 721,799 reactions and 888 catalyst types from USPTO. Predict which catalyst facilitates the given reaction. (1) Reactant: [CH:1]1[C:6]([N+:7]([O-:9])=[O:8])=[CH:5][CH:4]=[C:3]([O:10][C:11](Cl)=[O:12])[CH:2]=1.[CH3:14][S:15]([C:18]1[CH:23]=[CH:22][C:21]([C:24]2[CH:29]=[CH:28][C:27]([O:30][CH2:31][CH:32]3[CH2:37][CH2:36][NH:35][CH2:34][CH2:33]3)=[CH:26][N:25]=2)=[CH:20][CH:19]=1)(=[O:17])=[O:16].C(N(C(C)C)CC)(C)C. Product: [CH3:14][S:15]([C:18]1[CH:23]=[CH:22][C:21]([C:24]2[N:25]=[CH:26][C:27]([O:30][CH2:31][CH:32]3[CH2:37][CH2:36][N:35]([C:11]([O:10][C:3]4[CH:4]=[CH:5][C:6]([N+:7]([O-:9])=[O:8])=[CH:1][CH:2]=4)=[O:12])[CH2:34][CH2:33]3)=[CH:28][CH:29]=2)=[CH:20][CH:19]=1)(=[O:16])=[O:17]. The catalyst class is: 2. (2) Reactant: [NH2:1][C:2]1[CH:21]=[CH:20][C:5]([CH2:6][CH:7]2[CH2:11][CH2:10][N:9]([CH:12]3[CH2:17][CH2:16][C:15](=[O:18])[CH2:14][CH2:13]3)[C:8]2=[O:19])=[C:4]([Cl:22])[CH:3]=1.[F:23][C:24]([F:35])([F:34])[C:25](O[C:25](=[O:26])[C:24]([F:35])([F:34])[F:23])=[O:26].ClCCl. Product: [Cl:22][C:4]1[CH:3]=[C:2]([NH:1][C:25](=[O:26])[C:24]([F:35])([F:34])[F:23])[CH:21]=[CH:20][C:5]=1[CH2:6][CH:7]1[CH2:11][CH2:10][N:9]([CH:12]2[CH2:17][CH2:16][C:15](=[O:18])[CH2:14][CH2:13]2)[C:8]1=[O:19]. The catalyst class is: 6. (3) Reactant: Cl[C:2]1[N:7]=[C:6]([Cl:8])[N:5]=[C:4]([O:9][CH3:10])[N:3]=1.Cl.[Cl:12][C:13]1[C:17]([Cl:18])=[C:16]([CH3:19])[NH:15][C:14]=1[C:20]([NH:22][CH:23]1[CH2:28][CH2:27][NH:26][CH2:25][CH2:24]1)=[O:21]. Product: [Cl:12][C:13]1[C:17]([Cl:18])=[C:16]([CH3:19])[NH:15][C:14]=1[C:20]([NH:22][CH:23]1[CH2:28][CH2:27][N:26]([C:2]2[N:7]=[C:6]([Cl:8])[N:5]=[C:4]([O:9][CH3:10])[N:3]=2)[CH2:25][CH2:24]1)=[O:21]. The catalyst class is: 18. (4) The catalyst class is: 1. Product: [C:10]([O:13][C:14](=[O:15])[NH:1][C:2]1[CH:7]=[CH:6][N:5]=[CH:4][C:3]=1[CH3:8])([CH3:12])([CH3:11])[CH3:9]. Reactant: [NH2:1][C:2]1[CH:7]=[CH:6][N:5]=[CH:4][C:3]=1[CH3:8].[CH3:9][C:10]([O:13][C:14](O[C:14]([O:13][C:10]([CH3:12])([CH3:11])[CH3:9])=[O:15])=[O:15])([CH3:12])[CH3:11].